Dataset: Reaction yield outcomes from USPTO patents with 853,638 reactions. Task: Predict the reaction yield, written as a fraction of the theoretical maximum amount of product (1.0 means a 100% yield; for example, 0.34 means a 34% yield). The reactants are Br[Zn][CH2:3][C:4]([O:6][CH2:7][CH3:8])=[O:5].[C:9](/[CH:17]=[CH:18]/[C:19]([O:21][CH2:22][CH3:23])=[O:20])(=[O:16])[C:10]1[CH:15]=[CH:14][CH:13]=[CH:12][CH:11]=1.Cl.C(OCC)(=O)C. The catalyst is C1COCC1. The product is [OH:16][C:9]([C:10]1[CH:15]=[CH:14][CH:13]=[CH:12][CH:11]=1)([CH2:3][C:4]([O:6][CH2:7][CH3:8])=[O:5])/[CH:17]=[CH:18]/[C:19]([O:21][CH2:22][CH3:23])=[O:20]. The yield is 0.970.